Dataset: Catalyst prediction with 721,799 reactions and 888 catalyst types from USPTO. Task: Predict which catalyst facilitates the given reaction. (1) Reactant: [CH2:1]([O:3][C:4](=[O:39])[CH:5]([N:11]([CH2:23][C:24]1[CH:29]=[CH:28][C:27]([CH2:30][NH:31]C(OC(C)(C)C)=O)=[CH:26][CH:25]=1)[CH2:12][CH2:13][CH2:14][CH2:15][N:16]([CH2:20][CH2:21][CH3:22])[CH2:17][CH2:18][CH3:19])[C:6]([O:8][CH2:9][CH3:10])=[O:7])[CH3:2].Cl.O1CCOCC1. Product: [CH2:9]([O:8][C:6](=[O:7])[CH:5]([N:11]([CH2:23][C:24]1[CH:25]=[CH:26][C:27]([CH2:30][NH2:31])=[CH:28][CH:29]=1)[CH2:12][CH2:13][CH2:14][CH2:15][N:16]([CH2:17][CH2:18][CH3:19])[CH2:20][CH2:21][CH3:22])[C:4]([O:3][CH2:1][CH3:2])=[O:39])[CH3:10]. The catalyst class is: 8. (2) Reactant: C(=O)(O)[O-].[Na+].[N:6]#[C:7]Br.[Si:9]([O:16][CH2:17][CH2:18][NH:19][C:20]1[CH:45]=[CH:44][C:23]([CH2:24][N:25]2[C:33](=[O:34])[C:32]3[C:27](=[CH:28][CH:29]=[CH:30][C:31]=3[NH:35][C:36]([C:38]3[S:39][C:40]([Cl:43])=[CH:41][CH:42]=3)=[O:37])[CH2:26]2)=[CH:22][CH:21]=1)([C:12]([CH3:15])([CH3:14])[CH3:13])([CH3:11])[CH3:10].O.ClCCl. Product: [Si:9]([O:16][CH2:17][CH2:18][N:19]([C:7]#[N:6])[C:20]1[CH:21]=[CH:22][C:23]([CH2:24][N:25]2[C:33](=[O:34])[C:32]3[C:27](=[CH:28][CH:29]=[CH:30][C:31]=3[NH:35][C:36]([C:38]3[S:39][C:40]([Cl:43])=[CH:41][CH:42]=3)=[O:37])[CH2:26]2)=[CH:44][CH:45]=1)([C:12]([CH3:15])([CH3:13])[CH3:14])([CH3:11])[CH3:10]. The catalyst class is: 7.